This data is from Forward reaction prediction with 1.9M reactions from USPTO patents (1976-2016). The task is: Predict the product of the given reaction. (1) Given the reactants C(Cl)(=O)C(Cl)=O.CS(C)=O.[CH2:11]([C:18]1[C:23](=[O:24])[N:22]2[CH:25]=[CH:26][CH:27]=[CH:28][C:21]2=[N:20][C:19]=1[CH2:29][OH:30])[C:12]1[CH:17]=[CH:16][CH:15]=[CH:14][CH:13]=1.C(N(CC)CC)C, predict the reaction product. The product is: [CH2:11]([C:18]1[C:23](=[O:24])[N:22]2[CH:25]=[CH:26][CH:27]=[CH:28][C:21]2=[N:20][C:19]=1[CH:29]=[O:30])[C:12]1[CH:17]=[CH:16][CH:15]=[CH:14][CH:13]=1. (2) Given the reactants [Cl:1][C:2]1[CH:3]=[C:4]([NH:9][C:10]2[N:15]=[C:14](S(C)(=O)=O)[C:13]([C:20]3[CH:21]=[C:22]([C:26]([O:28][CH2:29][CH3:30])=[O:27])[CH:23]=[N:24][CH:25]=3)=[CH:12][N:11]=2)[CH:5]=[CH:6][C:7]=1[F:8].C(N(CC)C(C)C)(C)C.[NH:40]1[CH:44]=[C:43]([CH2:45][CH2:46][NH2:47])[N:42]=[CH:41]1.O, predict the reaction product. The product is: [Cl:1][C:2]1[CH:3]=[C:4]([NH:9][C:10]2[N:15]=[C:14]([NH:47][CH2:46][CH2:45][C:43]3[N:42]=[CH:41][NH:40][CH:44]=3)[C:13]([C:20]3[CH:21]=[C:22]([C:26]([O:28][CH2:29][CH3:30])=[O:27])[CH:23]=[N:24][CH:25]=3)=[CH:12][N:11]=2)[CH:5]=[CH:6][C:7]=1[F:8]. (3) Given the reactants [Br:1][C:2]1[C:3](=[O:16])[N:4]([CH:10]2[CH2:15][CH2:14][CH2:13][CH2:12][CH2:11]2)[N:5]([CH3:9])[C:6]=1[CH2:7]Br.[C:17]1([CH2:23][CH2:24][CH2:25][CH:26]2[CH2:31][CH2:30][NH:29][CH2:28][CH2:27]2)[CH:22]=[CH:21][CH:20]=[CH:19][CH:18]=1.C(=O)([O-])[O-].[K+].[K+], predict the reaction product. The product is: [Br:1][C:2]1[C:3](=[O:16])[N:4]([CH:10]2[CH2:15][CH2:14][CH2:13][CH2:12][CH2:11]2)[N:5]([CH3:9])[C:6]=1[CH2:7][N:29]1[CH2:30][CH2:31][CH:26]([CH2:25][CH2:24][CH2:23][C:17]2[CH:18]=[CH:19][CH:20]=[CH:21][CH:22]=2)[CH2:27][CH2:28]1. (4) Given the reactants [C:1]([O:4][C@H:5]1[C@H:10]([O:11][C:12](=[O:14])[CH3:13])[C@@H:9]([O:15][C:16](=[O:18])[CH3:17])[CH:8]([C:19]2[CH:24]=[CH:23][C:22](Br)=[C:21]([CH2:26][C:27]3[CH:36]=[CH:35][C:30]4[O:31][CH2:32][CH2:33][O:34][C:29]=4[CH:28]=3)[CH:20]=2)[O:7][C@@H:6]1[CH2:37][O:38][C:39](=[O:41])[CH3:40])(=[O:3])[CH3:2].[CH:42]1(P(C2CCCCC2)C2CCCCC2)CCCC[CH2:43]1.[O-]P([O-])([O-])=O.[K+].[K+].[K+].C(B(O)O)C, predict the reaction product. The product is: [C:1]([O:4][C@H:5]1[C@H:10]([O:11][C:12](=[O:14])[CH3:13])[C@@H:9]([O:15][C:16](=[O:18])[CH3:17])[CH:8]([C:19]2[CH:24]=[CH:23][C:22]([CH2:42][CH3:43])=[C:21]([CH2:26][C:27]3[CH:36]=[CH:35][C:30]4[O:31][CH2:32][CH2:33][O:34][C:29]=4[CH:28]=3)[CH:20]=2)[O:7][C@@H:6]1[CH2:37][O:38][C:39](=[O:41])[CH3:40])(=[O:3])[CH3:2].